Predict which catalyst facilitates the given reaction. From a dataset of Catalyst prediction with 721,799 reactions and 888 catalyst types from USPTO. (1) Reactant: [NH2:1][C:2]1[CH:7]=[CH:6][C:5]([CH:8]([C:16]([O:18][C:19]([CH3:22])([CH3:21])[CH3:20])=[O:17])[C:9]([O:11][C:12]([CH3:15])([CH3:14])[CH3:13])=[O:10])=[CH:4][CH:3]=1.C(Cl)Cl.C([O-])(O)=O.[Na+].[CH2:31]([O:38][C:39](Cl)=[O:40])[C:32]1[CH:37]=[CH:36][CH:35]=[CH:34][CH:33]=1. Product: [CH2:31]([O:38][C:39]([NH:1][C:2]1[CH:7]=[CH:6][C:5]([CH:8]([C:9]([O:11][C:12]([CH3:15])([CH3:13])[CH3:14])=[O:10])[C:16]([O:18][C:19]([CH3:22])([CH3:21])[CH3:20])=[O:17])=[CH:4][CH:3]=1)=[O:40])[C:32]1[CH:37]=[CH:36][CH:35]=[CH:34][CH:33]=1. The catalyst class is: 6. (2) Reactant: CCN([CH2:6][CH3:7])CC.S(Cl)(C1C=CC(C)=CC=1)(=O)=[O:9].[OH:19][CH2:20][CH2:21][N:22]1[C:31]2[C:32]3[CH:33]=[CH:34][CH:35]=[CH:36][C:37]=3[C:38](=[O:39])[C:30]=2[C:29]2[C:24](=[CH:25][CH:26]=[CH:27][CH:28]=2)[C:23]1=[O:40]. Product: [C:6]([O:19][CH2:20][CH2:21][N:22]1[C:31]2[C:32]3[CH:33]=[CH:34][CH:35]=[CH:36][C:37]=3[C:38](=[O:39])[C:30]=2[C:29]2[C:24](=[CH:25][CH:26]=[CH:27][CH:28]=2)[C:23]1=[O:40])(=[O:9])[CH3:7]. The catalyst class is: 2. (3) Reactant: [Li+].CC([N-]C(C)C)C.[C:9]([O:13][CH3:14])(=[O:12])[CH2:10][CH3:11].[CH2:15]([O:22][C:23]1[CH:30]=[CH:29][C:26]([CH:27]=[O:28])=[CH:25][CH:24]=1)[C:16]1[CH:21]=[CH:20][CH:19]=[CH:18][CH:17]=1. Product: [CH3:14][O:13][C:9](=[O:12])[CH:10]([CH3:11])[CH:27]([C:26]1[CH:25]=[CH:24][C:23]([O:22][CH2:15][C:16]2[CH:17]=[CH:18][CH:19]=[CH:20][CH:21]=2)=[CH:30][CH:29]=1)[OH:28]. The catalyst class is: 1. (4) Reactant: C1(C(=[N:14][C:15]2[CH:16]=[C:17]3[C:22](=[CH:23][C:24]=2[F:25])[N:21]([CH2:26][CH3:27])[C:20](=[O:28])[N:19]([CH2:29][CH3:30])[C:18]3=[O:31])C2C=CC=CC=2)C=CC=CC=1.Cl.C(=O)([O-])[O-].[Na+].[Na+].C(OCC)(=O)C. Product: [NH2:14][C:15]1[CH:16]=[C:17]2[C:22](=[CH:23][C:24]=1[F:25])[N:21]([CH2:26][CH3:27])[C:20](=[O:28])[N:19]([CH2:29][CH3:30])[C:18]2=[O:31]. The catalyst class is: 1. (5) Reactant: C1(P(C2C=CC=CC=2)C2C=CC=CC=2)C=CC=CC=1.[CH3:20][O:21][C:22](=[O:34])[C:23]1[CH:32]=[C:31]([OH:33])[CH:30]=[C:25]([C:26]([O:28][CH3:29])=[O:27])[CH:24]=1.CCOC(/N=N/C(OCC)=O)=O.[Cl:47][C:48]1[CH:53]=[C:52]([Cl:54])[CH:51]=[CH:50][C:49]=1[CH2:55][CH2:56]O. Product: [CH3:29][O:28][C:26](=[O:27])[C:25]1[CH:30]=[C:31]([O:33][CH2:56][CH2:55][C:49]2[CH:50]=[CH:51][C:52]([Cl:54])=[CH:53][C:48]=2[Cl:47])[CH:32]=[C:23]([C:22]([O:21][CH3:20])=[O:34])[CH:24]=1. The catalyst class is: 1.